Dataset: Reaction yield outcomes from USPTO patents with 853,638 reactions. Task: Predict the reaction yield, written as a fraction of the theoretical maximum amount of product (1.0 means a 100% yield; for example, 0.34 means a 34% yield). (1) The reactants are [NH2:1][C:2]1[C:3]([C:21]#[N:22])=[C:4]([CH:18]=[CH:19][CH:20]=1)[O:5][CH2:6][CH:7]1[CH2:12][CH2:11][CH2:10][CH2:9][N:8]1[C:13]([NH:15][CH2:16][CH3:17])=[O:14].[S:23](Cl)(=[O:26])(=[O:25])[NH2:24]. The catalyst is CC(N(C)C)=O. The product is [C:21]([C:3]1[C:2]([NH:1][S:23](=[O:26])(=[O:25])[NH2:24])=[CH:20][CH:19]=[CH:18][C:4]=1[O:5][CH2:6][CH:7]1[CH2:12][CH2:11][CH2:10][CH2:9][N:8]1[C:13]([NH:15][CH2:16][CH3:17])=[O:14])#[N:22]. The yield is 0.900. (2) The reactants are C[O:2][C:3](=O)[C:4]1[CH:9]=[CH:8][C:7]([O:10][CH2:11][C:12]2[C:13]([C:18]3[CH:23]=[CH:22][C:21]([Cl:24])=[CH:20][CH:19]=3)=[N:14][O:15][C:16]=2[CH3:17])=[N:6][CH:5]=1.[CH:26]1([CH2:29][NH2:30])[CH2:28][CH2:27]1. The product is [Cl:24][C:21]1[CH:20]=[CH:19][C:18]([C:13]2[C:12]([CH2:11][O:10][C:7]3[CH:8]=[CH:9][C:4]([C:3]([NH:30][CH2:29][CH:26]4[CH2:28][CH2:27]4)=[O:2])=[CH:5][N:6]=3)=[C:16]([CH3:17])[O:15][N:14]=2)=[CH:23][CH:22]=1. The yield is 0.700. No catalyst specified. (3) The reactants are Cl.[OH:2][CH:3]([CH2:31][OH:32])[CH2:4][O:5][C:6]1[CH:11]=[CH:10][C:9]([CH2:12][CH2:13][CH2:14][CH2:15][NH:16][C:17]([NH:19][C:20]([C:22]2[C:27]([NH2:28])=[N:26][C:25]([NH2:29])=[C:24]([Cl:30])[N:23]=2)=[O:21])=[NH:18])=[CH:8][CH:7]=1.CO.O.[C:36]1(C)[CH:41]=CC(S(O)(=O)=O)=C[CH:37]=1. The catalyst is CC(C)=O. The product is [CH3:37][C:36]1([CH3:41])[O:2][CH:3]([CH2:4][O:5][C:6]2[CH:7]=[CH:8][C:9]([CH2:12][CH2:13][CH2:14][CH2:15][NH:16][C:17]([NH:19][C:20]([C:22]3[C:27]([NH2:28])=[N:26][C:25]([NH2:29])=[C:24]([Cl:30])[N:23]=3)=[O:21])=[NH:18])=[CH:10][CH:11]=2)[CH2:31][O:32]1. The yield is 0.810. (4) The reactants are [OH:1][C:2]1([CH2:36][CH2:37][OH:38])[CH2:7][CH2:6][CH:5]([N:8]2[C:13](=[O:14])[C:12]([CH2:15][C:16]3[CH:21]=[CH:20][C:19]([C:22]4[C:23]([C:28]#[N:29])=[CH:24][CH:25]=[CH:26][CH:27]=4)=[CH:18][CH:17]=3)=[C:11]([CH2:30][CH2:31][CH3:32])[N:10]3[N:33]=[CH:34][N:35]=[C:9]23)[CH2:4][CH2:3]1.FC(F)(F)S(O[Si](C(C)(C)C)(C)C)(=O)=O.[N:54]1C(C)=CC=CC=1C.[Cl-].O[NH3+].[C:65](=[O:68])([O-])[OH:66].[Na+]. The catalyst is C(OCC)(=O)C.CS(C)=O.O1CCCC1. The product is [OH:1][C:2]1([CH2:36][CH2:37][OH:38])[CH2:3][CH2:4][CH:5]([N:8]2[C:13](=[O:14])[C:12]([CH2:15][C:16]3[CH:17]=[CH:18][C:19]([C:22]4[CH:27]=[CH:26][CH:25]=[CH:24][C:23]=4[C:28]4[NH:54][C:65](=[O:68])[O:66][N:29]=4)=[CH:20][CH:21]=3)=[C:11]([CH2:30][CH2:31][CH3:32])[N:10]3[N:33]=[CH:34][N:35]=[C:9]23)[CH2:6][CH2:7]1. The yield is 0.230. (5) The reactants are FC(F)(F)C(O)=O.[F:8][C:9]1[C:14]([C:15]([C:17]2[N:18]=[CH:19][N:20](C(C3C=CC=CC=3)(C3C=CC=CC=3)C3C=CC=CC=3)[CH:21]=2)=[O:16])=[CH:13][CH:12]=[CH:11][N:10]=1. No catalyst specified. The product is [F:8][C:9]1[C:14]([C:15]([C:17]2[N:18]=[CH:19][NH:20][CH:21]=2)=[O:16])=[CH:13][CH:12]=[CH:11][N:10]=1. The yield is 0.510. (6) The product is [CH3:32][O:33][C:2]1[N:7]=[CH:6][C:5]([O:8][C:9]2[CH:10]=[CH:11][C:12]3[N:16]=[C:15]([CH2:17][O:18][C:19]4[CH:20]=[C:21]([CH:25]=[CH:26][CH:27]=4)[C:22]([OH:24])=[O:23])[N:14]([CH3:28])[C:13]=3[CH:29]=2)=[CH:4][CH:3]=1. The catalyst is C(O)C.O. The reactants are Cl[C:2]1[N:7]=[CH:6][C:5]([O:8][C:9]2[CH:10]=[CH:11][C:12]3[N:16]=[C:15]([CH2:17][O:18][C:19]4[CH:20]=[C:21]([CH:25]=[CH:26][CH:27]=4)[C:22]([OH:24])=[O:23])[N:14]([CH3:28])[C:13]=3[CH:29]=2)=[CH:4][CH:3]=1.[H-].[Na+].[CH3:32][OH:33]. The yield is 0.790. (7) The reactants are C(=O)([O-])[O-].[Cs+].[Cs+].[CH3:7][C:8]1[C:16]2[C:11](=[N:12][CH:13]=[N:14][C:15]=2[NH2:17])[NH:10][N:9]=1.[Cl:18][C:19]1[C:20]([C:41]#[N:42])=[C:21]([C:30]2[CH:31]=[CH:32][C:33]([C:36]([N:38]([CH3:40])[CH3:39])=[O:37])=[N:34][CH:35]=2)[C:22]([O:28][CH3:29])=[C:23]([CH:25](Cl)[CH3:26])[CH:24]=1. The catalyst is CN(C)C=O.CCOC(C)=O. The product is [NH2:17][C:15]1[N:14]=[CH:13][N:12]=[C:11]2[N:10]([CH:25]([C:23]3[C:22]([O:28][CH3:29])=[C:21]([C:30]4[CH:31]=[CH:32][C:33]([C:36]([N:38]([CH3:39])[CH3:40])=[O:37])=[N:34][CH:35]=4)[C:20]([C:41]#[N:42])=[C:19]([Cl:18])[CH:24]=3)[CH3:26])[N:9]=[C:8]([CH3:7])[C:16]=12. The yield is 0.800.